From a dataset of Retrosynthesis with 50K atom-mapped reactions and 10 reaction types from USPTO. Predict the reactants needed to synthesize the given product. (1) Given the product c1cc(-c2cc3cnccc3c(NCC3CCNCC3)n2)ccn1, predict the reactants needed to synthesize it. The reactants are: CC(C)(C)OC(=O)N1CCC(CNc2nc(-c3ccncc3)cc3cnccc23)CC1. (2) The reactants are: CC(=O)C=Cc1ccc2[nH]cc(C[C@H]3CCCN3CCC(=O)N(C)C)c2c1. Given the product CC(=O)CCc1ccc2[nH]cc(C[C@H]3CCCN3CCC(=O)N(C)C)c2c1, predict the reactants needed to synthesize it. (3) Given the product NS(=O)(=O)c1nc2ccc(OC(=O)c3ccccc3)cc2s1, predict the reactants needed to synthesize it. The reactants are: NS(=O)(=O)c1nc2ccc(O)cc2s1.O=C(Cl)c1ccccc1. (4) Given the product O=C(c1cccc(F)c1)c1ccccc1Nc1ncccc1[N+](=O)[O-], predict the reactants needed to synthesize it. The reactants are: Nc1ccccc1C(=O)c1cccc(F)c1.O=[N+]([O-])c1cccnc1Cl. (5) Given the product CC1Cc2cccc(N)c2O1, predict the reactants needed to synthesize it. The reactants are: CC1Cc2cccc([N+](=O)[O-])c2O1.